This data is from Forward reaction prediction with 1.9M reactions from USPTO patents (1976-2016). The task is: Predict the product of the given reaction. (1) Given the reactants Cl[C:2]([O:4][CH2:5][CH3:6])=[O:3].[Cl:7][C:8]1[CH:16]=[CH:15][C:11]([C:12]([OH:14])=O)=[CH:10][C:9]=1[OH:17].C[N:19]1CCOCC1.[C:25]1([C:31]2[CH:35]=[C:34]([CH2:36][N:37]3[CH2:42][CH2:41][CH:40]([CH2:43][NH2:44])[CH2:39][CH2:38]3)[O:33][N:32]=2)[CH:30]=[CH:29][CH:28]=[CH:27][CH:26]=1, predict the reaction product. The product is: [NH3:19].[C:2](=[O:3])([O:4][CH2:5][CH3:6])[O:17][C:9]1[CH:10]=[C:11]([C:12]([NH:44][CH2:43][CH:40]2[CH2:39][CH2:38][N:37]([CH2:36][C:34]3[O:33][N:32]=[C:31]([C:25]4[CH:30]=[CH:29][CH:28]=[CH:27][CH:26]=4)[CH:35]=3)[CH2:42][CH2:41]2)=[O:14])[CH:15]=[CH:16][C:8]=1[Cl:7]. (2) Given the reactants Br[C:2]1[CH:16]=[CH:15][C:5]([CH2:6][O:7][Si:8]([C:11]([CH3:14])([CH3:13])[CH3:12])([CH3:10])[CH3:9])=[C:4]([F:17])[CH:3]=1.[I-:18].[Na+].CN(C)CCN, predict the reaction product. The product is: [C:11]([Si:8]([O:7][CH2:6][C:5]1[CH:15]=[CH:16][C:2]([I:18])=[CH:3][C:4]=1[F:17])([CH3:10])[CH3:9])([CH3:14])([CH3:13])[CH3:12]. (3) Given the reactants [H-].[Na+].[Br:3][C:4]1[CH:9]=[CH:8][C:7]([CH2:10][C:11]#[N:12])=[CH:6][CH:5]=1.Br[CH2:14][C:15]([O:20][CH3:21])([O:18][CH3:19])[CH2:16]Br.O, predict the reaction product. The product is: [Br:3][C:4]1[CH:9]=[CH:8][C:7]([C:10]2([C:11]#[N:12])[CH2:16][C:15]([O:20][CH3:21])([O:18][CH3:19])[CH2:14]2)=[CH:6][CH:5]=1. (4) Given the reactants [S:1]1[CH:5]=[CH:4][C:3]2[C:6]([C:10]3[N:11]4[CH2:19][CH2:18][N:17]=[C:12]4[S:13][C:14]=3[S:15][CH3:16])=[CH:7][CH:8]=[CH:9][C:2]1=2.[C:20]([OH:27])(=[O:26])/[CH:21]=[CH:22]/[C:23]([OH:25])=[O:24], predict the reaction product. The product is: [C:20]([OH:27])(=[O:26])/[CH:21]=[CH:22]/[C:23]([OH:25])=[O:24].[S:1]1[CH:5]=[CH:4][C:3]2[C:6]([C:10]3[N:11]4[CH2:19][CH2:18][N:17]=[C:12]4[S:13][C:14]=3[S:15][CH3:16])=[CH:7][CH:8]=[CH:9][C:2]1=2. (5) Given the reactants N(C(OC(C)C)=O)=NC(OC(C)C)=O.[NH2:15][C:16]1[CH:21]=[CH:20][C:19]([OH:22])=[CH:18][C:17]=1[N+:23]([O-:25])=[O:24].C1(P(C2C=CC=CC=2)C2C=CC=CC=2)C=CC=CC=1.O[CH2:46][CH2:47][N:48]1[CH2:53][CH2:52][O:51][CH2:50][CH2:49]1, predict the reaction product. The product is: [N:48]1([CH2:47][CH2:46][O:22][C:19]2[CH:20]=[CH:21][C:16]([NH2:15])=[C:17]([N+:23]([O-:25])=[O:24])[CH:18]=2)[CH2:53][CH2:52][O:51][CH2:50][CH2:49]1. (6) Given the reactants [Cl:1][C:2]1[CH:3]=[CH:4][C:5]([C:28]([F:31])([F:30])[F:29])=[C:6]([CH:27]=1)[CH2:7][N:8]1[CH2:13][CH2:12][NH:11][C:10]2[N:14]=[CH:15][C:16]([C:18]3[CH:19]=[C:20]([CH:24]=[CH:25][CH:26]=3)[C:21](O)=[O:22])=[CH:17][C:9]1=2.[N:32]1[CH:37]=[CH:36][CH:35]=[C:34]([CH:38]2[CH2:42][CH2:41][CH2:40][NH:39]2)[CH:33]=1, predict the reaction product. The product is: [Cl:1][C:2]1[CH:3]=[CH:4][C:5]([C:28]([F:29])([F:31])[F:30])=[C:6]([CH:27]=1)[CH2:7][N:8]1[CH2:13][CH2:12][NH:11][C:10]2[N:14]=[CH:15][C:16]([C:18]3[CH:19]=[C:20]([C:21]([N:39]4[CH2:40][CH2:41][CH2:42][CH:38]4[C:34]4[CH:33]=[N:32][CH:37]=[CH:36][CH:35]=4)=[O:22])[CH:24]=[CH:25][CH:26]=3)=[CH:17][C:9]1=2. (7) Given the reactants [CH3:1][O:2][CH2:3][CH2:4][CH2:5][N:6]1[CH:11]=[C:10]([CH2:12][N:13]([CH:38]2[CH2:40][CH2:39]2)[C:14]([C@@H:16]2[C@:21]([C:23]3[CH:28]=[CH:27][C:26]([F:29])=[C:25]([F:30])[CH:24]=3)([OH:22])[CH2:20][CH2:19][N:18](C(OC(C)(C)C)=O)[CH2:17]2)=[O:15])[C:9](=[O:41])[N:8]([CH2:42][CH2:43][CH2:44][O:45][CH3:46])[C:7]1=[O:47].Cl, predict the reaction product. The product is: [CH3:1][O:2][CH2:3][CH2:4][CH2:5][N:6]1[CH:11]=[C:10]([CH2:12][N:13]([CH:38]2[CH2:39][CH2:40]2)[C:14]([CH:16]2[C:21]([C:23]3[CH:28]=[CH:27][C:26]([F:29])=[C:25]([F:30])[CH:24]=3)([OH:22])[CH2:20][CH2:19][NH:18][CH2:17]2)=[O:15])[C:9](=[O:41])[N:8]([CH2:42][CH2:43][CH2:44][O:45][CH3:46])[C:7]1=[O:47]. (8) Given the reactants [NH2:1][C:2]1[CH:3]=[N:4][N:5]([C:7]2[N:15]=[C:14]3[C:10]([N:11]=[CH:12][N:13]3[C@@H:16]3C[C@H](NC(=O)CO)[C@@H:18]([OH:26])[C@H:17]3[OH:27])=[C:9]([NH:28][CH2:29][CH:30]([C:37]3[CH:42]=[CH:41][CH:40]=[CH:39][CH:38]=3)[C:31]3[CH:36]=[CH:35][CH:34]=[CH:33][CH:32]=3)[N:8]=2)[CH:6]=1.ClC1N=C2C(N=CN2[C@@H]2C[C@H:56]([NH:58][C:59]([CH2:61][O:62]C(=O)C)=[O:60])[C@@H:55](O)[C@H]2O)=C(NCC(C2C=CC=CC=2)C2C=CC=CC=2)N=1.C1C=C(C2C3C(=C(C[NH+](CC4N=CC=CC=4)CC4N=CC=CC=4)C([O-])=C(Cl)C=3)OC3C=2C=C(Cl)C(C=3C[NH+](CC2N=CC=CC=2)CC2N=CC=CC=2)=O)C(C([O-])=O)=CC=1, predict the reaction product. The product is: [CH2:56]([NH:58][C:59]([C@@H:61]1[C@@H:18]([OH:26])[C@@H:17]([OH:27])[C@H:16]([N:13]2[CH:12]=[N:11][C:10]3[C:14]2=[N:15][C:7]([N:5]2[CH:6]=[C:2]([NH2:1])[CH:3]=[N:4]2)=[N:8][C:9]=3[NH:28][CH2:29][CH:30]([C:31]2[CH:36]=[CH:35][CH:34]=[CH:33][CH:32]=2)[C:37]2[CH:42]=[CH:41][CH:40]=[CH:39][CH:38]=2)[O:62]1)=[O:60])[CH3:55]. (9) Given the reactants [CH2:1]([N:3]([CH2:6]C)[CH2:4]C)[CH3:2].C1C=CC2N([OH:17])N=NC=2C=1.CCN=C=NCCCN(C)C.[NH2:29][C:30]1[CH:35]=[CH:34][C:33]([N:36]2[C:40]([CH2:41][CH2:42][CH3:43])=[C:39]([C:44]([NH:46][CH:47]3[CH2:49][CH2:48]3)=[O:45])[N:38]=[N:37]2)=[CH:32][CH:31]=1, predict the reaction product. The product is: [CH:47]1([NH:46][C:44]([C:39]2[N:38]=[N:37][N:36]([C:33]3[CH:34]=[CH:35][C:30]([NH:29][C:2](=[O:17])[CH2:1][N:3]([CH3:6])[CH3:4])=[CH:31][CH:32]=3)[C:40]=2[CH2:41][CH2:42][CH3:43])=[O:45])[CH2:48][CH2:49]1.